From a dataset of Reaction yield outcomes from USPTO patents with 853,638 reactions. Predict the reaction yield, written as a fraction of the theoretical maximum amount of product (1.0 means a 100% yield; for example, 0.34 means a 34% yield). (1) The reactants are [Cl-].O[NH3+:3].[C:4](=[O:7])([O-])[OH:5].[Na+].CS(C)=O.[CH2:13]([C:17]1[N:18]=[C:19]([CH:48]([CH3:50])[CH3:49])[N:20]([C:39]2[CH:40]=[CH:41][C:42]3[O:46][CH2:45][CH2:44][C:43]=3[CH:47]=2)[C:21](=[O:38])[C:22]=1[CH2:23][C:24]1[CH:29]=[CH:28][C:27]([C:30]2[C:31]([C:36]#[N:37])=[CH:32][CH:33]=[CH:34][CH:35]=2)=[CH:26][CH:25]=1)[CH2:14][CH2:15][CH3:16]. The catalyst is C(OCC)(=O)C. The product is [CH2:13]([C:17]1[N:18]=[C:19]([CH:48]([CH3:49])[CH3:50])[N:20]([C:39]2[CH:40]=[CH:41][C:42]3[O:46][CH2:45][CH2:44][C:43]=3[CH:47]=2)[C:21](=[O:38])[C:22]=1[CH2:23][C:24]1[CH:29]=[CH:28][C:27]([C:30]2[CH:35]=[CH:34][CH:33]=[CH:32][C:31]=2[C:36]2[NH:3][C:4](=[O:7])[O:5][N:37]=2)=[CH:26][CH:25]=1)[CH2:14][CH2:15][CH3:16]. The yield is 0.600. (2) The reactants are CC1C=CC(S(O)(=O)=O)=CC=1.[C:12]1([C:18]2([C:24]([OH:26])=[O:25])[CH2:23][CH2:22][NH:21][CH2:20][CH2:19]2)[CH:17]=[CH:16][CH:15]=[CH:14][CH:13]=1.C(N(CC)CC)C.[C:34](O[C:34]([O:36][C:37]([CH3:40])([CH3:39])[CH3:38])=[O:35])([O:36][C:37]([CH3:40])([CH3:39])[CH3:38])=[O:35]. The catalyst is O1CCCC1. The product is [C:37]([O:36][C:34]([N:21]1[CH2:20][CH2:19][C:18]([C:12]2[CH:13]=[CH:14][CH:15]=[CH:16][CH:17]=2)([C:24]([OH:26])=[O:25])[CH2:23][CH2:22]1)=[O:35])([CH3:40])([CH3:39])[CH3:38]. The yield is 0.980. (3) The catalyst is C1C=CC(P(C2C=CC=CC=2)[C-]2C=CC=C2)=CC=1.C1C=CC(P(C2C=CC=CC=2)[C-]2C=CC=C2)=CC=1.Cl[Pd]Cl.[Fe+2].O. The yield is 0.0800. The product is [F:25][C:4]1[CH:3]=[C:2]([C:30]2[CH:29]=[CH:28][C:27]([C:35]([O:38][CH3:41])=[O:36])=[N:26][CH:31]=2)[CH:24]=[CH:23][C:5]=1[O:6][CH2:7][CH:8]1[CH2:13][CH2:12][N:11]([CH2:14][C:15]2([C:19]([F:22])([F:21])[F:20])[CH2:18][CH2:17][CH2:16]2)[CH2:10][CH2:9]1. The reactants are Br[C:2]1[CH:24]=[CH:23][C:5]([O:6][CH2:7][CH:8]2[CH2:13][CH2:12][N:11]([CH2:14][C:15]3([C:19]([F:22])([F:21])[F:20])[CH2:18][CH2:17][CH2:16]3)[CH2:10][CH2:9]2)=[C:4]([F:25])[CH:3]=1.[N:26]1[CH:31]=[CH:30][CH:29]=[C:28](B(O)O)[CH:27]=1.[C:35]([O-:38])([O-])=[O:36].[Cs+].[Cs+].[CH3:41]OCCOC. (4) The reactants are [CH3:1][O:2][C:3](=[O:30])[CH:4]([OH:29])[C:5]1[N:6]([CH3:28])[C:7](=[O:27])[C:8]2[C:13]([C:14]=1[C:15]1[C:16]([CH3:25])=[C:17]3[C:22](=[CH:23][CH:24]=1)[O:21][CH2:20][CH2:19][CH2:18]3)=[CH:12][CH:11]=[C:10]([OH:26])[CH:9]=2. The catalyst is C(OC(C)=O)(C)(C)C.O. The product is [CH4:1].[CH3:1][O:2][C:3](=[O:30])[CH:4]([O:29][C:8]([CH3:13])([CH3:9])[CH3:7])[C:5]1[N:6]([CH3:28])[C:7](=[O:27])[C:8]2[C:13]([C:14]=1[C:15]1[C:16]([CH3:25])=[C:17]3[C:22](=[CH:23][CH:24]=1)[O:21][CH2:20][CH2:19][CH2:18]3)=[CH:12][CH:11]=[C:10]([OH:26])[CH:9]=2. The yield is 0.440. (5) The reactants are [OH:1][C:2]1[C:15]2[C:14](=[O:16])[C:13]3[C:8](=[C:9]([O:17][CH3:18])[CH:10]=[CH:11][CH:12]=3)[O:7][C:6]=2[CH:5]=[C:4]([OH:19])[CH:3]=1.C([O-])([O-])=O.[K+].[K+].[CH2:26]([CH:28]1[O:30][CH2:29]1)Cl. The catalyst is CC(C)=O. The product is [OH:1][C:2]1[C:15]2[C:14](=[O:16])[C:13]3[C:8](=[C:9]([O:17][CH3:18])[CH:10]=[CH:11][CH:12]=3)[O:7][C:6]=2[CH:5]=[C:4]([O:19][CH2:26][CH:28]2[CH2:29][O:30]2)[CH:3]=1. The yield is 0.320. (6) The reactants are Br[C:2]1[CH:11]=[CH:10][C:9]2[C:4](=[CH:5][CH:6]=[C:7]([C:12]([CH3:15])([CH3:14])[CH3:13])[CH:8]=2)[CH:3]=1.C1(P(C2C=CC=CC=2)CCCP(C2C=CC=CC=2)C2C=CC=CC=2)C=CC=CC=1.C(N(CC)CC)C.[C:52]([O:55][CH2:56]C)(=[O:54])C.C1(C)C=CC=CC=1. The catalyst is CO.CN(C=O)C.C([O-])(=O)C.[Pd+2].C([O-])(=O)C. The product is [C:12]([C:7]1[CH:8]=[C:9]2[C:4](=[CH:5][CH:6]=1)[CH:3]=[C:2]([C:52]([O:55][CH3:56])=[O:54])[CH:11]=[CH:10]2)([CH3:15])([CH3:14])[CH3:13]. The yield is 0.940. (7) The reactants are C([O:3][C:4]([C:6]1[CH:7]=[N:8][N:9]([CH3:19])[C:10]=1[NH:11][C:12]1[CH:17]=[CH:16][CH:15]=[CH:14][C:13]=1[NH2:18])=O)C. The catalyst is C(O)(=O)C.CC(O)C. The product is [CH3:19][N:9]1[C:10]2[NH:11][C:12]3[CH:17]=[CH:16][CH:15]=[CH:14][C:13]=3[NH:18][C:4](=[O:3])[C:6]=2[CH:7]=[N:8]1. The yield is 0.640.